This data is from Full USPTO retrosynthesis dataset with 1.9M reactions from patents (1976-2016). The task is: Predict the reactants needed to synthesize the given product. (1) Given the product [C:1]1([C:20]2[CH:21]=[CH:22][CH:23]=[CH:24][CH:25]=2)[CH:2]=[CH:3][C:4]([CH2:7][C@H:8]2[N:12]([C:13](=[O:18])[C:14]([CH3:16])([CH3:17])[CH3:15])[C:11](=[O:19])[C@H:10]([CH3:26])[CH2:9]2)=[CH:5][CH:6]=1, predict the reactants needed to synthesize it. The reactants are: [C:1]1([C:20]2[CH:25]=[CH:24][CH:23]=[CH:22][CH:21]=2)[CH:6]=[CH:5][C:4]([CH2:7][C@H:8]2[N:12]([C:13](=[O:18])[C:14]([CH3:17])([CH3:16])[CH3:15])[C:11](=[O:19])[CH2:10][CH2:9]2)=[CH:3][CH:2]=1.[CH3:26][Si]([N-][Si](C)(C)C)(C)C.[K+].S(OC)(OC)(=O)=O. (2) Given the product [CH3:15][C:11]1([CH3:16])[CH2:10][CH2:9][C:8]([CH3:18])([CH3:17])[C:7]2[CH:6]=[C:5]([C:3]3[N:33]=[C:32]([CH:29]4[CH2:30][CH2:31][NH:26][CH2:27][CH2:28]4)[S:34][CH:2]=3)[CH:14]=[CH:13][C:12]1=2, predict the reactants needed to synthesize it. The reactants are: Br[CH2:2][C:3]([C:5]1[CH:14]=[CH:13][C:12]2[C:11]([CH3:16])([CH3:15])[CH2:10][CH2:9][C:8]([CH3:18])([CH3:17])[C:7]=2[CH:6]=1)=O.C(OC([N:26]1[CH2:31][CH2:30][CH:29]([C:32](=[S:34])[NH2:33])[CH2:28][CH2:27]1)=O)(C)(C)C.